This data is from Full USPTO retrosynthesis dataset with 1.9M reactions from patents (1976-2016). The task is: Predict the reactants needed to synthesize the given product. (1) Given the product [NH2:9][C:7]1[CH:8]=[C:3]([C:1]#[N:2])[C:4]([N:15]2[CH2:20][CH2:19][N:18]([C:21]([O:23][C:24]([CH3:25])([CH3:26])[CH3:27])=[O:22])[C@H:17]([CH:28]([CH3:29])[CH3:30])[CH2:16]2)=[N:5][C:6]=1[CH:12]1[CH2:13][CH2:14]1, predict the reactants needed to synthesize it. The reactants are: [C:1]([C:3]1[C:4]([N:15]2[CH2:20][CH2:19][N:18]([C:21]([O:23][C:24]([CH3:27])([CH3:26])[CH3:25])=[O:22])[C@H:17]([CH:28]([CH3:30])[CH3:29])[CH2:16]2)=[N:5][C:6]([CH:12]2[CH2:14][CH2:13]2)=[C:7]([N+:9]([O-])=O)[CH:8]=1)#[N:2].[NH4+].[Cl-]. (2) Given the product [CH:42]1([N:4]2[CH2:3][CH2:2][N:1]([C:7]3[CH:12]=[C:11]([CH2:13][N:14]4[CH:19]=[C:18]([C:20]5[O:24][N:23]=[C:22]([C:25]6[CH:30]=[CH:29][C:28]([C:31]7([C:34]([F:37])([F:36])[F:35])[CH2:33][CH2:32]7)=[CH:27][CH:26]=6)[N:21]=5)[CH:17]=[CH:16][C:15]4=[O:38])[CH:10]=[CH:9][N:8]=3)[CH2:6][CH2:5]2)[CH2:44][CH2:43]1, predict the reactants needed to synthesize it. The reactants are: [N:1]1([C:7]2[CH:12]=[C:11]([CH2:13][N:14]3[CH:19]=[C:18]([C:20]4[O:24][N:23]=[C:22]([C:25]5[CH:30]=[CH:29][C:28]([C:31]6([C:34]([F:37])([F:36])[F:35])[CH2:33][CH2:32]6)=[CH:27][CH:26]=5)[N:21]=4)[CH:17]=[CH:16][C:15]3=[O:38])[CH:10]=[CH:9][N:8]=2)[CH2:6][CH2:5][NH:4][CH2:3][CH2:2]1.C(O[C:42]1(O[Si](C)(C)C)[CH2:44][CH2:43]1)C. (3) Given the product [CH:1]1([C@H:4]([O:6][C:7](=[O:30])[NH:8][C:9]2[CH:14]=[CH:13][C:12]([C:15]3[N:16]([CH:27]4[CH2:28][CH2:29]4)[C:17]4[C:22]([C:23]=3[C:24]#[N:25])=[CH:21][CH:20]=[C:19]([O:26][C:38]3[N:43]=[CH:42][CH:41]=[CH:40][N:39]=3)[CH:18]=4)=[CH:11][CH:10]=2)[CH3:5])[CH2:3][CH2:2]1, predict the reactants needed to synthesize it. The reactants are: [CH:1]1([C@H:4]([O:6][C:7](=[O:30])[NH:8][C:9]2[CH:14]=[CH:13][C:12]([C:15]3[N:16]([CH:27]4[CH2:29][CH2:28]4)[C:17]4[C:22]([C:23]=3[C:24]#[N:25])=[CH:21][CH:20]=[C:19]([OH:26])[CH:18]=4)=[CH:11][CH:10]=2)[CH3:5])[CH2:3][CH2:2]1.C([O-])([O-])=O.[Cs+].[Cs+].Cl[C:38]1[N:43]=[CH:42][CH:41]=[CH:40][N:39]=1.O. (4) The reactants are: [F:1][C:2]([C:5]1[CH:10]=[CH:9][C:8]([CH2:11][C@H:12]([NH:15][C:16](=[O:22])[O:17][C:18]([CH3:21])([CH3:20])[CH3:19])[CH2:13][OH:14])=[CH:7][CH:6]=1)([F:4])[CH3:3].[O:23]=[S:24](Cl)Cl.N1C=CC=CC=1. Given the product [F:1][C:2]([C:5]1[CH:6]=[CH:7][C:8]([CH2:11][C@H:12]2[CH2:13][O:14][S:24](=[O:23])[N:15]2[C:16]([O:17][C:18]([CH3:21])([CH3:20])[CH3:19])=[O:22])=[CH:9][CH:10]=1)([F:4])[CH3:3], predict the reactants needed to synthesize it. (5) Given the product [CH2:1]([O:8][C:9]1[CH:14]=[CH:13][C:12]([C:15]2[NH:36][C:18]3=[N:19][C:20]([CH:23]4[CH2:28][CH2:27][NH:26][CH2:25][CH2:24]4)=[CH:21][CH:22]=[C:17]3[N:16]=2)=[CH:11][CH:10]=1)[C:2]1[CH:3]=[CH:4][CH:5]=[CH:6][CH:7]=1, predict the reactants needed to synthesize it. The reactants are: [CH2:1]([O:8][C:9]1[CH:14]=[CH:13][C:12]([C:15]2[NH:36][C:18]3=[N:19][C:20]([CH:23]4[CH2:28][CH2:27][N:26](C(OC(C)(C)C)=O)[CH2:25][CH2:24]4)=[CH:21][CH:22]=[C:17]3[N:16]=2)=[CH:11][CH:10]=1)[C:2]1[CH:7]=[CH:6][CH:5]=[CH:4][CH:3]=1.C(Cl)Cl.C(O)(C(F)(F)F)=O.[OH-].[Na+]. (6) The reactants are: [F:1][CH:2]([C:6]([O-:8])=O)[C:3]([O-:5])=[O:4].[CH3:9][C:10]([C@@H:44]([OH:56])[C:45]([NH:47][CH2:48][CH2:49][C:50]([NH:52][CH2:53][CH2:54][SH:55])=[O:51])=[O:46])([CH2:12][O:13][P:14]([O:17][P:18]([O:21][CH2:22][C@H:23]1[O:27][C@@H:26]([N:28]2[C:32]3[N:33]=[CH:34][N:35]=[C:36]([NH2:37])[C:31]=3[N:30]=[CH:29]2)[C@H:25]([OH:38])[C@@H:24]1[O:39][P:40]([OH:43])([OH:42])=[O:41])([OH:20])=[O:19])([OH:16])=[O:15])[CH3:11].P(OC[C@H]1O[C@@H](N2C3N=CN=C(N)C=3N=C2)[C@H](O)[C@@H]1O)(OP(OP(O)(O)=O)(O)=O)(=O)O.C([O-])(=O)C(C)=O. Given the product [F:1][CH:2]([C:3]([OH:5])=[O:4])[C:6]([S:55][CH2:54][CH2:53][NH:52][C:50](=[O:51])[CH2:49][CH2:48][NH:47][C:45](=[O:46])[C@H:44]([OH:56])[C:10]([CH3:9])([CH3:11])[CH2:12][O:13][P:14]([OH:16])(=[O:15])[O:17][P:18]([OH:20])(=[O:19])[O:21][CH2:22][C@H:23]1[O:27][C@@H:26]([N:28]2[C:32]3[N:33]=[CH:34][N:35]=[C:36]([NH2:37])[C:31]=3[N:30]=[CH:29]2)[C@H:25]([OH:38])[C@@H:24]1[O:39][P:40]([OH:43])([OH:42])=[O:41])=[O:8], predict the reactants needed to synthesize it. (7) Given the product [Br:1][C:2]1[CH:3]=[N:4][C:5]2[N:6]([N:8]=[C:9]([C:11]([N:16]3[CH2:17][CH2:18][C:19]4[C:24](=[CH:23][CH:22]=[C:21]([C:25]5[CH:30]=[CH:29][N:28]=[CH:27][CH:26]=5)[CH:20]=4)[CH:15]3[CH3:14])=[O:13])[CH:10]=2)[CH:7]=1, predict the reactants needed to synthesize it. The reactants are: [Br:1][C:2]1[CH:3]=[N:4][C:5]2[N:6]([N:8]=[C:9]([C:11]([OH:13])=O)[CH:10]=2)[CH:7]=1.[CH3:14][CH:15]1[C:24]2[C:19](=[CH:20][C:21]([C:25]3[CH:30]=[CH:29][N:28]=[CH:27][CH:26]=3)=[CH:22][CH:23]=2)[CH2:18][CH2:17][NH:16]1.